Dataset: Catalyst prediction with 721,799 reactions and 888 catalyst types from USPTO. Task: Predict which catalyst facilitates the given reaction. (1) The catalyst class is: 126. Product: [Br:1][C:2]1[N:7]2[CH:8]=[C:9]([NH:25][C:29](=[O:30])[O:32][CH2:35][CH3:36])[N:10]=[C:6]2[C:5]([N:15]2[CH2:16][CH2:17][O:18][CH2:19][CH2:20]2)=[N:4][CH:3]=1. Reactant: [Br:1][C:2]1[N:7]2[CH:8]=[C:9](C(NN)=O)[N:10]=[C:6]2[C:5]([N:15]2[CH2:20][CH2:19][O:18][CH2:17][CH2:16]2)=[N:4][CH:3]=1.N([O-])=O.[Na+].[N-:25]=[N+]=[N-].[Na+].[C:29]([O-:32])([O-])=[O:30].[Na+].[Na+].[CH3:35][CH2:36]O. (2) Reactant: C(=O)([O-])[O-].[K+].[K+].F[C:8]1[CH:13]=[CH:12][C:11]([N+:14]([O-:16])=[O:15])=[C:10]([O:17][CH3:18])[CH:9]=1.[NH:19]1[CH2:24][CH2:23][CH:22]([OH:25])[CH2:21][CH2:20]1.O. Product: [CH3:18][O:17][C:10]1[CH:9]=[C:8]([N:19]2[CH2:24][CH2:23][CH:22]([OH:25])[CH2:21][CH2:20]2)[CH:13]=[CH:12][C:11]=1[N+:14]([O-:16])=[O:15]. The catalyst class is: 16. (3) Reactant: O1CCOCC1.[CH3:7][O:8][C:9]1[CH:14]=[CH:13][C:12]([F:15])=[CH:11][C:10]=1B(O)O.Br[C:20]1[S:21][CH:22]=[CH:23][CH:24]=1.C(=O)([O-])[O-].[K+].[K+]. Product: [S:21]1[CH:22]=[CH:23][CH:24]=[C:20]1[C:10]1[CH:11]=[C:12]([F:15])[CH:13]=[CH:14][C:9]=1[O:8][CH3:7]. The catalyst class is: 69. (4) Reactant: [Cl:1][C:2]1[CH:28]=[CH:27][C:5]([CH2:6][C:7]2([C:10]3[CH:15]=[CH:14][C:13]([C:16]4[CH:21]=[CH:20][C:19]([O:22][C:23]([F:26])([F:25])[F:24])=[CH:18][CH:17]=4)=[CH:12][N:11]=3)[CH2:9][O:8]2)=[C:4]([F:29])[CH:3]=1.[NH:30]1[CH:34]=[N:33][N:32]=[N:31]1.C([O-])([O-])=O.[K+].[K+].O. Product: [Cl:1][C:2]1[CH:28]=[CH:27][C:5]([CH2:6][C:7]([C:10]2[CH:15]=[CH:14][C:13]([C:16]3[CH:21]=[CH:20][C:19]([O:22][C:23]([F:24])([F:25])[F:26])=[CH:18][CH:17]=3)=[CH:12][N:11]=2)([OH:8])[CH2:9][N:30]2[CH:34]=[N:33][N:32]=[N:31]2)=[C:4]([F:29])[CH:3]=1. The catalyst class is: 16. (5) Reactant: [CH3:1][N:2]1[CH:6]=[N:5][N:4]=[N:3]1.C([Mg]Cl)(C)C.CON(C)[C:15](=[O:25])[C:16]1[CH:21]=[CH:20][CH:19]=[C:18]([CH2:22][O:23][CH3:24])[CH:17]=1.Cl. Product: [CH3:24][O:23][CH2:22][C:18]1[CH:17]=[C:16]([C:15]([C:6]2[N:2]([CH3:1])[N:3]=[N:4][N:5]=2)=[O:25])[CH:21]=[CH:20][CH:19]=1. The catalyst class is: 1. (6) Reactant: [O:1]=[C:2]1[CH2:6][CH2:5][CH2:4][N:3]1[C:7]1[CH:12]=[CH:11][C:10]([N:13]([C:22]([O:24]CC(Cl)(Cl)Cl)=O)C(OCC(Cl)(Cl)Cl)=O)=[CH:9][CH:8]=1.[C:30]1([C:36]2[N:37]=[C:38]([N:41]3[CH2:46][CH2:45][NH:44][CH2:43][CH2:42]3)[S:39][CH:40]=2)[CH:35]=[CH:34][CH:33]=[CH:32][CH:31]=1.C(N(C(C)C)CC)(C)C.CS(C)=O. Product: [O:1]=[C:2]1[CH2:6][CH2:5][CH2:4][N:3]1[C:7]1[CH:8]=[CH:9][C:10]([NH:13][C:22]([N:44]2[CH2:45][CH2:46][N:41]([C:38]3[S:39][CH:40]=[C:36]([C:30]4[CH:35]=[CH:34][CH:33]=[CH:32][CH:31]=4)[N:37]=3)[CH2:42][CH2:43]2)=[O:24])=[CH:11][CH:12]=1. The catalyst class is: 6.